Predict the product of the given reaction. From a dataset of Forward reaction prediction with 1.9M reactions from USPTO patents (1976-2016). (1) Given the reactants CN(C)C=O.[F:6][C:7]([F:42])([F:41])[C:8]1[CH:9]=[C:10]([CH:34]=[C:35]([C:37]([F:40])([F:39])[F:38])[CH:36]=1)[CH2:11][N:12]([CH2:15][C:16]1[C:17]([N:26]([CH2:30][CH:31]2[CH2:33][CH2:32]2)[CH2:27][CH2:28][CH3:29])=[N:18][C:19]2[C:24]([CH:25]=1)=[CH:23][CH:22]=[CH:21][CH:20]=2)[C:13]#[N:14].[N-:43]=[N+:44]=[N-:45].[Na+].[Cl-].[NH4+], predict the reaction product. The product is: [F:42][C:7]([F:41])([F:6])[C:8]1[CH:9]=[C:10]([CH:34]=[C:35]([C:37]([F:40])([F:39])[F:38])[CH:36]=1)[CH2:11][N:12]([CH2:15][C:16]1[C:17]([N:26]([CH2:30][CH:31]2[CH2:33][CH2:32]2)[CH2:27][CH2:28][CH3:29])=[N:18][C:19]2[C:24]([CH:25]=1)=[CH:23][CH:22]=[CH:21][CH:20]=2)[C:13]1[N:43]=[N:44][NH:45][N:14]=1. (2) Given the reactants [Cl:1][C:2]1[N:7]=[CH:6][N:5]=[C:4]([O:8][CH2:9][CH2:10][CH2:11][C:12]2[CH:21]=[CH:20][C:19]3[C:14](=[N:15][CH:16]=[CH:17][CH:18]=3)[N:13]=2)[C:3]=1[CH3:22], predict the reaction product. The product is: [Cl:1][C:2]1[N:7]=[CH:6][N:5]=[C:4]([O:8][CH2:9][CH2:10][CH2:11][C:12]2[N:13]=[C:14]3[C:19]([CH2:18][CH2:17][CH2:16][NH:15]3)=[CH:20][CH:21]=2)[C:3]=1[CH3:22]. (3) Given the reactants [CH3:1][C:2]1[CH:7]=[C:6]([O:8][CH2:9][CH2:10][CH2:11][S:12]([CH3:15])(=[O:14])=[O:13])[CH:5]=[C:4]([CH3:16])[C:3]=1[C:17]1[CH:22]=[CH:21][CH:20]=[C:19]([CH2:23][O:24][C:25]2[CH:30]=[CH:29][C:28]([C:31]3([CH2:42][C:43]([O:45][CH2:46][CH3:47])=[O:44])[CH2:34][N:33](C(OC(C)(C)C)=O)[CH2:32]3)=[CH:27][CH:26]=2)[CH:18]=1, predict the reaction product. The product is: [CH3:16][C:4]1[CH:5]=[C:6]([O:8][CH2:9][CH2:10][CH2:11][S:12]([CH3:15])(=[O:14])=[O:13])[CH:7]=[C:2]([CH3:1])[C:3]=1[C:17]1[CH:22]=[CH:21][CH:20]=[C:19]([CH2:23][O:24][C:25]2[CH:26]=[CH:27][C:28]([C:31]3([CH2:42][C:43]([O:45][CH2:46][CH3:47])=[O:44])[CH2:34][NH:33][CH2:32]3)=[CH:29][CH:30]=2)[CH:18]=1. (4) The product is: [CH2:1]([NH:8][N:9]1[C:21]2[C:20]3[CH:19]=[CH:18][CH:17]=[CH:16][C:15]=3[N+:14]([O-:34])=[CH:13][C:12]=2[N:11]=[C:10]1[CH2:22][O:23][CH2:24][CH3:25])[C:2]1[CH:3]=[CH:4][CH:5]=[CH:6][CH:7]=1. Given the reactants [CH2:1]([NH:8][N:9]1[C:21]2[C:20]3[CH:19]=[CH:18][CH:17]=[CH:16][C:15]=3[N:14]=[CH:13][C:12]=2[N:11]=[C:10]1[CH2:22][O:23][CH2:24][CH3:25])[C:2]1[CH:7]=[CH:6][CH:5]=[CH:4][CH:3]=1.C1C=C(Cl)C=C(C(OO)=[O:34])C=1, predict the reaction product. (5) Given the reactants [OH:1][C:2]1[CH:7]=[CH:6][C:5]([N:8]2[C:16]3[C:11](=[CH:12][CH:13]=[CH:14][CH:15]=3)[C:10](=O)[C:9]2=[O:18])=[CH:4][CH:3]=1.[F:19][C:20]1[CH:21]=[C:22]([CH:24]=[C:25]([F:27])[CH:26]=1)[NH2:23].C(O)(=O)C, predict the reaction product. The product is: [F:19][C:20]1[CH:21]=[C:22]([N:23]=[C:10]2[C:11]3[C:16](=[CH:15][CH:14]=[CH:13][CH:12]=3)[N:8]([C:5]3[CH:6]=[CH:7][C:2]([OH:1])=[CH:3][CH:4]=3)[C:9]2=[O:18])[CH:24]=[C:25]([F:27])[CH:26]=1. (6) Given the reactants [C:1]([N:3]1[CH2:8][CH2:7][CH:6]([N:9]([CH:23]2[CH2:25][CH2:24]2)[C:10](=[O:22])[C:11]2[CH:16]=[CH:15][C:14]([C:17]3[O:21][CH:20]=[N:19][CH:18]=3)=[CH:13][CH:12]=2)[CH2:5][CH2:4]1)#[N:2].[OH:26][NH:27][C:28](=N)[C:29]1[CH:34]=[CH:33][CH:32]=[CH:31][CH:30]=1, predict the reaction product. The product is: [CH:23]1([N:9]([CH:6]2[CH2:5][CH2:4][N:3]([C:1]3[O:26][N:27]=[C:28]([C:29]4[CH:34]=[CH:33][CH:32]=[CH:31][CH:30]=4)[N:2]=3)[CH2:8][CH2:7]2)[C:10](=[O:22])[C:11]2[CH:12]=[CH:13][C:14]([C:17]3[O:21][CH:20]=[N:19][CH:18]=3)=[CH:15][CH:16]=2)[CH2:25][CH2:24]1. (7) Given the reactants [Cl:1][C:2]1[N:7]=[C:6]([N:8]2[CH2:12][C@@H:11]([CH3:13])[CH2:10][C:9]2([CH3:15])[CH3:14])[C:5]([C:16]([NH:18][S:19]([N:22]2[CH2:26][CH2:25][C@H:24]([NH:27]C(=O)OC(C)(C)C)[CH2:23]2)(=[O:21])=[O:20])=[O:17])=[CH:4][CH:3]=1.C(O)(C(F)(F)F)=O, predict the reaction product. The product is: [NH2:27][C@H:24]1[CH2:25][CH2:26][N:22]([S:19]([NH:18][C:16]([C:5]2[C:6]([N:8]3[CH2:12][C@@H:11]([CH3:13])[CH2:10][C:9]3([CH3:14])[CH3:15])=[N:7][C:2]([Cl:1])=[CH:3][CH:4]=2)=[O:17])(=[O:20])=[O:21])[CH2:23]1.